From a dataset of Forward reaction prediction with 1.9M reactions from USPTO patents (1976-2016). Predict the product of the given reaction. (1) Given the reactants [CH3:1][O:2][C:3]1[CH:8]=[CH:7][C:6]([C:9]2([CH3:17])[NH:14][CH:13]([C:15]#[N:16])[CH2:12][O:11][CH2:10]2)=[CH:5][CH:4]=1, predict the reaction product. The product is: [CH3:1][O:2][C:3]1[CH:4]=[CH:5][C:6]([C:9]2([CH3:17])[NH:14][CH:13]([CH2:15][NH2:16])[CH2:12][O:11][CH2:10]2)=[CH:7][CH:8]=1. (2) Given the reactants [NH2:1][C:2]1[C:3]2[N:4]([C:8]([C@@H:27]3[CH2:32][CH2:31][CH2:30][CH2:29][NH:28]3)=[N:9][C:10]=2[C:11]2[CH:26]=[CH:25][C:14]([C:15]([NH:17][C:18]3[S:19][C:20]([CH2:23][CH3:24])=[CH:21][N:22]=3)=[O:16])=[CH:13][CH:12]=2)[CH:5]=[CH:6][N:7]=1.[CH3:33][O:34][CH2:35]/[CH:36]=[CH:37]/[C:38](O)=[O:39], predict the reaction product. The product is: [NH2:1][C:2]1[C:3]2[N:4]([C:8]([C@@H:27]3[CH2:32][CH2:31][CH2:30][CH2:29][N:28]3[C:38](=[O:39])/[CH:37]=[CH:36]/[CH2:35][O:34][CH3:33])=[N:9][C:10]=2[C:11]2[CH:26]=[CH:25][C:14]([C:15]([NH:17][C:18]3[S:19][C:20]([CH2:23][CH3:24])=[CH:21][N:22]=3)=[O:16])=[CH:13][CH:12]=2)[CH:5]=[CH:6][N:7]=1. (3) Given the reactants [Na:1].[OH:2][C:3]1[CH:8]=[CH:7][C:6]([S:9]([OH:12])(=[O:11])=[O:10])=[CH:5][CH:4]=1.[OH-].[Na+].[CH2:15](Br)[CH2:16][CH2:17][CH3:18], predict the reaction product. The product is: [Na:1].[CH2:15]([O:2][C:3]1[CH:8]=[CH:7][C:6]([S:9]([OH:12])(=[O:10])=[O:11])=[CH:5][CH:4]=1)[CH2:16][CH2:17][CH3:18]. (4) Given the reactants [N+:1]([C:4]1[CH:5]=[C:6]([CH:19]=[CH:20][C:21]=1[N+:22]([O-])=O)[C:7]([NH:9][C:10]1[S:11][CH:12]=[C:13]([C:15]([F:18])([F:17])[F:16])[N:14]=1)=[O:8])([O-])=O, predict the reaction product. The product is: [NH2:1][C:4]1[CH:5]=[C:6]([CH:19]=[CH:20][C:21]=1[NH2:22])[C:7]([NH:9][C:10]1[S:11][CH:12]=[C:13]([C:15]([F:18])([F:17])[F:16])[N:14]=1)=[O:8]. (5) Given the reactants [F:1][C:2]1[CH:7]=[CH:6][C:5]([CH:8](C(OC)=O)[C:9]([O:11]C)=[O:10])=[C:4]([N+:17]([O-:19])=[O:18])[CH:3]=1.Cl, predict the reaction product. The product is: [F:1][C:2]1[CH:7]=[CH:6][C:5]([CH2:8][C:9]([OH:11])=[O:10])=[C:4]([N+:17]([O-:19])=[O:18])[CH:3]=1. (6) Given the reactants C(OC([N:8]1[CH2:13][CH2:12][CH:11]([C:14]2[CH:19]=[CH:18][C:17]([Br:20])=[CH:16][CH:15]=2)[CH2:10][CH2:9]1)=O)(C)(C)C.[ClH:21], predict the reaction product. The product is: [ClH:21].[Br:20][C:17]1[CH:18]=[CH:19][C:14]([CH:11]2[CH2:10][CH2:9][NH:8][CH2:13][CH2:12]2)=[CH:15][CH:16]=1. (7) Given the reactants CN([CH:4]=[C:5]1[C:9](=O)[CH2:8][N:7]([C:11]([O:13][C:14]([CH3:17])([CH3:16])[CH3:15])=[O:12])[CH2:6]1)C.Cl.[CH:19]1([C:22](=[NH:24])[NH2:23])[CH2:21][CH2:20]1.CCN(CC)CC, predict the reaction product. The product is: [CH:19]1([C:22]2[N:24]=[CH:4][C:5]3[CH2:6][N:7]([C:11]([O:13][C:14]([CH3:17])([CH3:16])[CH3:15])=[O:12])[CH2:8][C:9]=3[N:23]=2)[CH2:21][CH2:20]1. (8) Given the reactants [CH2:1]([O:8][C:9]1[C:14]2[CH2:15][CH2:16][O:17][C:13]=2[CH:12]=[C:11]([CH:18]=O)[CH:10]=1)[C:2]1[CH:7]=[CH:6][CH:5]=[CH:4][CH:3]=1.[C:20]([CH2:22][C:23]([O:25][CH2:26][CH3:27])=[O:24])#[N:21].C1(C)C=CC=CC=1, predict the reaction product. The product is: [CH2:1]([O:8][C:9]1[C:14]2[CH2:15][CH2:16][O:17][C:13]=2[CH:12]=[C:11]([CH:18]=[C:22]([C:20]#[N:21])[C:23]([O:25][CH2:26][CH3:27])=[O:24])[CH:10]=1)[C:2]1[CH:3]=[CH:4][CH:5]=[CH:6][CH:7]=1.